The task is: Regression. Given a peptide amino acid sequence and an MHC pseudo amino acid sequence, predict their binding affinity value. This is MHC class II binding data.. This data is from Peptide-MHC class II binding affinity with 134,281 pairs from IEDB. (1) The peptide sequence is CTNAKVTAKGVSEAN. The MHC is HLA-DQA10501-DQB10201 with pseudo-sequence HLA-DQA10501-DQB10201. The binding affinity (normalized) is 0.217. (2) The binding affinity (normalized) is 0.137. The MHC is HLA-DPA10201-DPB10101 with pseudo-sequence HLA-DPA10201-DPB10101. The peptide sequence is NPRQAYANYRDIDLG.